Task: Regression. Given a peptide amino acid sequence and an MHC pseudo amino acid sequence, predict their binding affinity value. This is MHC class II binding data.. Dataset: Peptide-MHC class II binding affinity with 134,281 pairs from IEDB (1) The peptide sequence is YCKFLANVSTVLTGK. The MHC is DRB1_0405 with pseudo-sequence DRB1_0405. The binding affinity (normalized) is 0.748. (2) The peptide sequence is GVSWMIRILIGFLVL. The MHC is DRB1_1501 with pseudo-sequence DRB1_1501. The binding affinity (normalized) is 0.449. (3) The peptide sequence is YDKFLANVSTMLTGK. The MHC is DRB1_1602 with pseudo-sequence DRB1_1602. The binding affinity (normalized) is 0.809.